This data is from Full USPTO retrosynthesis dataset with 1.9M reactions from patents (1976-2016). The task is: Predict the reactants needed to synthesize the given product. Given the product [OH:2][CH:3]1[O:11][C@H:10]([CH2:12][OH:13])[C@@H:8]([OH:9])[C@H:6]([OH:7])[C@H:4]1[NH2:5], predict the reactants needed to synthesize it. The reactants are: Cl.[OH:2][CH:3]1[O:11][C@H:10]([CH2:12][OH:13])[C@@H:8]([OH:9])[C@H:6]([OH:7])[C@H:4]1[NH2:5].